Dataset: Forward reaction prediction with 1.9M reactions from USPTO patents (1976-2016). Task: Predict the product of the given reaction. Given the reactants [CH2:1]([N:8]1[C:16]2[C:11](=[C:12]([N+:17]([O-])=O)[CH:13]=[CH:14][CH:15]=2)[C:10]([I:20])=[N:9]1)[C:2]1[CH:7]=[CH:6][CH:5]=[CH:4][CH:3]=1.[Cl-].[NH4+], predict the reaction product. The product is: [CH2:1]([N:8]1[C:16]2[CH:15]=[CH:14][CH:13]=[C:12]([NH2:17])[C:11]=2[C:10]([I:20])=[N:9]1)[C:2]1[CH:3]=[CH:4][CH:5]=[CH:6][CH:7]=1.